From a dataset of Reaction yield outcomes from USPTO patents with 853,638 reactions. Predict the reaction yield, written as a fraction of the theoretical maximum amount of product (1.0 means a 100% yield; for example, 0.34 means a 34% yield). The product is [CH3:1][O:2][C:3]1[CH:8]=[C:7]([O:9][CH3:10])[CH:6]=[CH:5][C:4]=1[C:11]1[O:18][C:23]2[CH:24]=[CH:25][C:20]([F:19])=[CH:21][C:22]=2[C:12]=1[C:13]([O:15][CH2:16][CH3:17])=[O:14]. The yield is 0.730. The reactants are [CH3:1][O:2][C:3]1[CH:8]=[C:7]([O:9][CH3:10])[CH:6]=[CH:5][C:4]=1[C:11](=[O:18])[CH2:12][C:13]([O:15][CH2:16][CH3:17])=[O:14].[F:19][C:20]1[CH:25]=[CH:24][C:23](O)=[CH:22][CH:21]=1. No catalyst specified.